Binary Classification. Given a drug SMILES string, predict its activity (active/inactive) in a high-throughput screening assay against a specified biological target. From a dataset of Cav3 T-type calcium channel HTS with 100,875 compounds. The compound is S(c1n(nnn1)CCC)CC(=O)Nc1cc(NC(=O)c2occc2)ccc1. The result is 0 (inactive).